Dataset: NCI-60 drug combinations with 297,098 pairs across 59 cell lines. Task: Regression. Given two drug SMILES strings and cell line genomic features, predict the synergy score measuring deviation from expected non-interaction effect. (1) Cell line: SK-MEL-2. Synergy scores: CSS=3.69, Synergy_ZIP=-1.90, Synergy_Bliss=0.892, Synergy_Loewe=-3.72, Synergy_HSA=-1.61. Drug 2: C1=CC(=CC=C1C#N)C(C2=CC=C(C=C2)C#N)N3C=NC=N3. Drug 1: CC(C1=C(C=CC(=C1Cl)F)Cl)OC2=C(N=CC(=C2)C3=CN(N=C3)C4CCNCC4)N. (2) Drug 1: CCC(=C(C1=CC=CC=C1)C2=CC=C(C=C2)OCCN(C)C)C3=CC=CC=C3.C(C(=O)O)C(CC(=O)O)(C(=O)O)O. Synergy scores: CSS=11.4, Synergy_ZIP=-2.77, Synergy_Bliss=-0.139, Synergy_Loewe=0.312, Synergy_HSA=0.155. Drug 2: CC(C)CN1C=NC2=C1C3=CC=CC=C3N=C2N. Cell line: 786-0. (3) Drug 2: CNC(=O)C1=NC=CC(=C1)OC2=CC=C(C=C2)NC(=O)NC3=CC(=C(C=C3)Cl)C(F)(F)F. Synergy scores: CSS=33.2, Synergy_ZIP=-6.64, Synergy_Bliss=-1.87, Synergy_Loewe=-5.20, Synergy_HSA=-3.25. Drug 1: C1=CC(=CC=C1CC(C(=O)O)N)N(CCCl)CCCl.Cl. Cell line: SF-268. (4) Cell line: NCI-H322M. Synergy scores: CSS=3.45, Synergy_ZIP=-1.80, Synergy_Bliss=2.00, Synergy_Loewe=0.375, Synergy_HSA=0.316. Drug 1: CC(C1=C(C=CC(=C1Cl)F)Cl)OC2=C(N=CC(=C2)C3=CN(N=C3)C4CCNCC4)N. Drug 2: CC1=CC=C(C=C1)C2=CC(=NN2C3=CC=C(C=C3)S(=O)(=O)N)C(F)(F)F. (5) Drug 1: C1=CC(=CC=C1CCCC(=O)O)N(CCCl)CCCl. Drug 2: C1CN1P(=S)(N2CC2)N3CC3. Cell line: HOP-92. Synergy scores: CSS=29.1, Synergy_ZIP=-12.8, Synergy_Bliss=-11.9, Synergy_Loewe=-8.50, Synergy_HSA=-7.13. (6) Drug 1: CC1=CC2C(CCC3(C2CCC3(C(=O)C)OC(=O)C)C)C4(C1=CC(=O)CC4)C. Drug 2: CC(C)CN1C=NC2=C1C3=CC=CC=C3N=C2N. Cell line: COLO 205. Synergy scores: CSS=4.42, Synergy_ZIP=0.947, Synergy_Bliss=4.70, Synergy_Loewe=4.59, Synergy_HSA=3.31. (7) Drug 1: C1=CN(C(=O)N=C1N)C2C(C(C(O2)CO)O)O.Cl. Drug 2: CC1=C(C(=O)C2=C(C1=O)N3CC4C(C3(C2COC(=O)N)OC)N4)N. Cell line: COLO 205. Synergy scores: CSS=60.6, Synergy_ZIP=-5.06, Synergy_Bliss=-6.26, Synergy_Loewe=-2.39, Synergy_HSA=0.816.